Dataset: Drug-target binding data from BindingDB using Kd measurements. Task: Regression. Given a target protein amino acid sequence and a drug SMILES string, predict the binding affinity score between them. We predict pKd (pKd = -log10(Kd in M); higher means stronger binding). Dataset: bindingdb_kd. (1) The drug is COC(=O)[C@@H](N)Cc1c[nH]c2ccccc12. The target protein (O74036) has sequence MAGEEVKEIDEFEELGFEPATEETPKKKKKEKIIRSIEDLPGVGPATAEKLREAGYDTLEAIAVASPIELKEVAGISEGTALKIIQAARKAANLGTFMRADEYLKKRATIGRISTGSKSLDKLLGGGIETQAITEVFGEFGSGKTQLAHTLAVMVQLPPEEGGLNGSVIWIDTENTFRPERIREIAQNRGLDPDEVLKHIYVARAFNSNHQMLLVQQAEDKIKELLNTDRPVKLLIVDSLTSHFRSEYIGRGALAERQQKLAKHLADLHRLANLYDIAVFVTNQVQARPDAFFGDPTRPIGGHILAHSATLRVYLRKGKGGKRIARLIDAPHLPEGEAVFSITEKGIED. The pKd is 3.2. (2) The pKd is 3.5. The drug is CCN(CC)C(=S)N[C@@H]1[C@@H](O)[C@H](O[C@@H]2[C@@H](CO)O[C@@H](OC)[C@H](NC(C)=O)[C@H]2O)O[C@H](CO)[C@@H]1O. The target protein (O00182) has sequence MAFSGSQAPYLSPAVPFSGTIQGGLQDGLQITVNGTVLSSSGTRFAVNFQTGFSGNDIAFHFNPRFEDGGYVVCNTRQNGSWGPEERKTHMPFQKGMPFDLCFLVQSSDFKVMVNGILFVQYFHRVPFHRVDTISVNGSVQLSYISFQNPRTVPVQPAFSTVPFSQPVCFPPRPRGRRQKPPGVWPANPAPITQTVIHTVQSAPGQMFSTPAIPPMMYPHPAYPMPFITTILGGLYPSKSILLSGTVLPSAQRFHINLCSGNHIAFHLNPRFDENAVVRNTQIDNSWGSEERSLPRKMPFVRGQSFSVWILCEAHCLKVAVDGQHLFEYYHRLRNLPTINRLEVGGDIQLTHVQT. (3) The compound is COc1cc2ncnc(Nc3ccc(F)c(Cl)c3)c2cc1OCCCN1CCOCC1. The target protein sequence is GEAPNQALLRILKETEFKKIKVLGSGAFGTVYKGLWIPEGEKVKIPVAIKELREATSPKANKEILDEAYVMASVDNPHVCRLLGICLTSTVQLITQLMPFGCLLDYVREHKDNIGSQYLLNWCVQIAKGMNYLEDRRLVHRDLAARNVLVKTPQHVKITDFGRAKLLGAEEKEYHAEGGKVPIKWMALESILHRIYTHQSDVWSYGVTVWELMTFGSKPYDGIPASEISSILEKGERLPQPPICTIDVYMIMVKCWMIDADSRPKFRELIIEFSKMARDPQRYLVIQGDERMHLPSPTDSNFYRALMDEEDMDDVVDADEYLIPQQG. The pKd is 8.6. (4) The drug is NCCCC[C@@H](NC(=O)CCCCCNC(=O)[C@H]1O[C@@H](n2cnc3c(N)ncnc32)[C@H](O)[C@@H]1O)C(=O)NCCCCCCCC(=O)N[C@H](CCCN=C(N)N)C(=O)N[C@H](CCCN=C(N)N)C(N)=O. The target protein (P05132) has sequence MGNAAAAKKGSEQESVKEFLAKAKEDFLKKWETPSQNTAQLDQFDRIKTLGTGSFGRVMLVKHKESGNHYAMKILDKQKVVKLKQIEHTLNEKRILQAVNFPFLVKLEFSFKDNSNLYMVMEYVAGGEMFSHLRRIGRFSEPHARFYAAQIVLTFEYLHSLDLIYRDLKPENLLIDQQGYIQVTDFGFAKRVKGRTWTLCGTPEYLAPEIILSKGYNKAVDWWALGVLIYEMAAGYPPFFADQPIQIYEKIVSGKVRFPSHFSSDLKDLLRNLLQVDLTKRFGNLKNGVNDIKNHKWFATTDWIAIYQRKVEAPFIPKFKGPGDTSNFDDYEEEEIRVSINEKCGKEFTEF. The pKd is 8.0. (5) The drug is Cc1sc2c(c1C)C(c1ccc(Cl)cc1)=N[C@H](CC(=O)OC(C)(C)C)c1nnc(C)n1-2. The target protein sequence is KDVPDSQQHPAPEKSSKVSEQLKCCSGILKEMFAKKHAAYAWPFYKPVDVEALGLHDYCDIIKHPMDMSTIKSKLEAREYRDAQEFGADVRLMFSNCYKYNPPDHEVVAMARKLQDVFEMRFAKMPDE. The pKd is 8.1.